This data is from Peptide-MHC class I binding affinity with 185,985 pairs from IEDB/IMGT. The task is: Regression. Given a peptide amino acid sequence and an MHC pseudo amino acid sequence, predict their binding affinity value. This is MHC class I binding data. (1) The peptide sequence is VYKVYYGNAL. The MHC is HLA-A01:01 with pseudo-sequence HLA-A01:01. The binding affinity (normalized) is 0.0274. (2) The peptide sequence is TELPLAYER. The MHC is HLA-B57:01 with pseudo-sequence HLA-B57:01. The binding affinity (normalized) is 0.0847. (3) The peptide sequence is RTSKTSLER. The MHC is HLA-B35:01 with pseudo-sequence HLA-B35:01. The binding affinity (normalized) is 0.